Task: Regression. Given a peptide amino acid sequence and an MHC pseudo amino acid sequence, predict their binding affinity value. This is MHC class II binding data.. Dataset: Peptide-MHC class II binding affinity with 134,281 pairs from IEDB (1) The peptide sequence is LQLIQLINVDEVNQIVTTN. The MHC is DRB1_1302 with pseudo-sequence DRB1_1302. The binding affinity (normalized) is 0.727. (2) The peptide sequence is YDKFLDNVSTVLTGK. The MHC is DRB1_0802 with pseudo-sequence DRB1_0802. The binding affinity (normalized) is 0.567.